This data is from Peptide-MHC class II binding affinity with 134,281 pairs from IEDB. The task is: Regression. Given a peptide amino acid sequence and an MHC pseudo amino acid sequence, predict their binding affinity value. This is MHC class II binding data. (1) The peptide sequence is TLWQRPLVTIKIGGQLKEAL. The MHC is DRB1_1101 with pseudo-sequence DRB1_1101. The binding affinity (normalized) is 0.212. (2) The peptide sequence is KVERQWIPSVCFSTL. The MHC is HLA-DQA10501-DQB10303 with pseudo-sequence HLA-DQA10501-DQB10303. The binding affinity (normalized) is 0.537. (3) The peptide sequence is ELQHIILNASYITPY. The MHC is DRB1_1302 with pseudo-sequence DRB1_1302. The binding affinity (normalized) is 0.985. (4) The peptide sequence is RWQVVAPQLPDDLMI. The MHC is HLA-DPA10103-DPB10301 with pseudo-sequence HLA-DPA10103-DPB10301. The binding affinity (normalized) is 0.210. (5) The peptide sequence is AFKVAMTAANAAPAN. The MHC is DRB1_0802 with pseudo-sequence DRB1_0802. The binding affinity (normalized) is 0.680. (6) The peptide sequence is NNYMPYVFTLLFQLC. The MHC is DRB1_0101 with pseudo-sequence DRB1_0101. The binding affinity (normalized) is 0.394. (7) The peptide sequence is NDAYNLVHLIMIYFF. The MHC is H-2-IAb with pseudo-sequence H-2-IAb. The binding affinity (normalized) is 0.0612. (8) The binding affinity (normalized) is 0.322. The MHC is HLA-DPA10103-DPB10401 with pseudo-sequence HLA-DPA10103-DPB10401. The peptide sequence is AADLDAVAAFVESGR. (9) The peptide sequence is DMFFATVGFALGVFV. The MHC is DRB1_1501 with pseudo-sequence DRB1_1501. The binding affinity (normalized) is 0.0950. (10) The peptide sequence is SPASISSVLTILYYG. The MHC is H-2-IAb with pseudo-sequence H-2-IAb. The binding affinity (normalized) is 0.